Dataset: Catalyst prediction with 721,799 reactions and 888 catalyst types from USPTO. Task: Predict which catalyst facilitates the given reaction. (1) Reactant: [C:1]([O:5][C:6]([NH:8][C@@H:9]([C:13]([CH3:16])([CH3:15])[CH3:14])[C:10]([OH:12])=O)=[O:7])([CH3:4])([CH3:3])[CH3:2].CN1CCOCC1.F[P-](F)(F)(F)(F)F.N1(OC(N(C)C)=[N+](C)C)C2N=CC=CC=2N=N1.ON1C2C=CC=CC=2N=N1.Cl.C(OC(N[C@@H](C(C)(C)C)C(O)=O)=O)(C)(C)C.[CH:75]1([S:78]([NH:81][C:82]([C:84]2([NH:89][C:90]([C@@H:92]3[CH2:96][C@@H:95]([O:97][C:98]4[C:99]5[O:116][C:115]6[CH:117]=[CH:118][CH:119]=[CH:120][C:114]=6[C:100]=5[N:101]=[C:102]([C:104]5[CH:109]=[CH:108][C:107]([O:110][CH:111]([CH3:113])[CH3:112])=[CH:106][CH:105]=5)[N:103]=4)[CH2:94][NH:93]3)=[O:91])[CH2:86][C@H:85]2[CH:87]=[CH2:88])=[O:83])(=[O:80])=[O:79])[CH2:77][CH2:76]1. Product: [CH:75]1([S:78]([NH:81][C:82]([C:84]2([NH:89][C:90]([C@@H:92]3[CH2:96][C@@H:95]([O:97][C:98]4[C:99]5[O:116][C:115]6[CH:117]=[CH:118][CH:119]=[CH:120][C:114]=6[C:100]=5[N:101]=[C:102]([C:104]5[CH:105]=[CH:106][C:107]([O:110][CH:111]([CH3:113])[CH3:112])=[CH:108][CH:109]=5)[N:103]=4)[CH2:94][N:93]3[C:10](=[O:12])[C@@H:9]([NH:8][C:6](=[O:7])[O:5][C:1]([CH3:2])([CH3:3])[CH3:4])[C:13]([CH3:16])([CH3:15])[CH3:14])=[O:91])[CH2:86][C@H:85]2[CH:87]=[CH2:88])=[O:83])(=[O:79])=[O:80])[CH2:77][CH2:76]1. The catalyst class is: 2. (2) Reactant: C[Si]([N-][Si](C)(C)C)(C)C.[Na+].[C:11]1(=[O:18])[CH2:16][CH2:15][CH2:14][C:13](=[O:17])[CH2:12]1.[F:19][C:20]([F:33])([F:32])[S:21](O[S:21]([C:20]([F:33])([F:32])[F:19])(=[O:23])=[O:22])(=[O:23])=[O:22].C(=O)(O)[O-].[Na+]. Product: [F:19][C:20]([F:33])([F:32])[S:21]([O:17][C:13]1[CH2:14][CH2:15][CH2:16][C:11](=[O:18])[CH:12]=1)(=[O:23])=[O:22]. The catalyst class is: 1. (3) Reactant: ClC(Cl)C.[Br:5][C:6]1[CH:15]=[N:14][C:13]2[NH:12][C:11](=O)[C:10]([CH3:18])([CH3:17])[O:9][C:8]=2[CH:7]=1.P(Cl)(Cl)(Cl)(Cl)Cl.[NH3:25]. Product: [Br:5][C:6]1[CH:15]=[N:14][C:13]2[NH:12][C:11](=[NH:25])[C:10]([CH3:18])([CH3:17])[O:9][C:8]=2[CH:7]=1. The catalyst class is: 2. (4) Reactant: [CH3:1][O:2][C:3]([CH:5]1[CH2:9][CH2:8][C:7](=[O:10])[NH:6]1)=[O:4].C(N(CC)CC)C.[C:18]([O:22][C:23](O[C:23]([O:22][C:18]([CH3:21])([CH3:20])[CH3:19])=[O:24])=[O:24])([CH3:21])([CH3:20])[CH3:19]. Product: [CH3:1][O:2][C:3]([CH:5]1[CH2:9][CH2:8][C:7](=[O:10])[N:6]1[C:23]([O:22][C:18]([CH3:21])([CH3:20])[CH3:19])=[O:24])=[O:4]. The catalyst class is: 143. (5) Reactant: [C:1]([N:8]1[CH2:13][CH2:12][NH:11][CH2:10][CH2:9]1)([O:3][C:4]([CH3:7])([CH3:6])[CH3:5])=[O:2].Br[C:15]1[N:16]=[C:17]2[C:22](=[N:23][CH:24]=1)[N:21]=[CH:20][N:19]([CH3:25])[C:18]2=[O:26]. Product: [C:4]([O:3][C:1]([N:8]1[CH2:9][CH2:10][N:11]([C:15]2[N:16]=[C:17]3[C:22](=[N:23][CH:24]=2)[N:21]=[CH:20][N:19]([CH3:25])[C:18]3=[O:26])[CH2:12][CH2:13]1)=[O:2])([CH3:7])([CH3:6])[CH3:5]. The catalyst class is: 141. (6) Reactant: Br[C:2]1[CH:7]=[CH:6][C:5]([Br:8])=[CH:4][N:3]=1.[C:9]1(B(O)O)[CH:14]=[CH:13][CH:12]=[CH:11][CH:10]=1.C(=O)([O-])[O-].[Na+].[Na+].C(O)C. Product: [Br:8][C:5]1[CH:6]=[CH:7][C:2]([C:9]2[CH:14]=[CH:13][CH:12]=[CH:11][CH:10]=2)=[N:3][CH:4]=1. The catalyst class is: 109. (7) Reactant: [BrH:1].S(=O)(=O)(O)O.[Cl:7][C:8]1[CH:17]=[C:16]2[C:11]([C:12]([NH:18][CH2:19][CH2:20][O:21][CH2:22][CH2:23]O)=[CH:13][CH:14]=[N:15]2)=[CH:10][CH:9]=1.C([O-])(O)=O.[Na+]. Product: [Br:1][CH2:23][CH2:22][O:21][CH2:20][CH2:19][NH:18][C:12]1[C:11]2[C:16](=[CH:17][C:8]([Cl:7])=[CH:9][CH:10]=2)[N:15]=[CH:14][CH:13]=1. The catalyst class is: 6.